This data is from NCI-60 drug combinations with 297,098 pairs across 59 cell lines. The task is: Regression. Given two drug SMILES strings and cell line genomic features, predict the synergy score measuring deviation from expected non-interaction effect. (1) Drug 1: CC1=C(C=C(C=C1)NC(=O)C2=CC=C(C=C2)CN3CCN(CC3)C)NC4=NC=CC(=N4)C5=CN=CC=C5. Drug 2: COCCOC1=C(C=C2C(=C1)C(=NC=N2)NC3=CC=CC(=C3)C#C)OCCOC.Cl. Cell line: MDA-MB-435. Synergy scores: CSS=-1.65, Synergy_ZIP=5.23, Synergy_Bliss=6.34, Synergy_Loewe=-2.55, Synergy_HSA=-1.66. (2) Drug 1: C(CC(=O)O)C(=O)CN.Cl. Drug 2: CC1C(C(CC(O1)OC2CC(CC3=C2C(=C4C(=C3O)C(=O)C5=CC=CC=C5C4=O)O)(C(=O)C)O)N)O. Cell line: RXF 393. Synergy scores: CSS=53.1, Synergy_ZIP=0.757, Synergy_Bliss=3.84, Synergy_Loewe=-36.3, Synergy_HSA=5.28. (3) Drug 1: CC12CCC3C(C1CCC2OP(=O)(O)O)CCC4=C3C=CC(=C4)OC(=O)N(CCCl)CCCl.[Na+]. Drug 2: CC1C(C(CC(O1)OC2CC(CC3=C2C(=C4C(=C3O)C(=O)C5=C(C4=O)C(=CC=C5)OC)O)(C(=O)CO)O)N)O.Cl. Cell line: SK-MEL-2. Synergy scores: CSS=73.0, Synergy_ZIP=17.3, Synergy_Bliss=15.1, Synergy_Loewe=12.8, Synergy_HSA=15.8. (4) Drug 1: CCC(=C(C1=CC=CC=C1)C2=CC=C(C=C2)OCCN(C)C)C3=CC=CC=C3.C(C(=O)O)C(CC(=O)O)(C(=O)O)O. Drug 2: CC1CCC2CC(C(=CC=CC=CC(CC(C(=O)C(C(C(=CC(C(=O)CC(OC(=O)C3CCCCN3C(=O)C(=O)C1(O2)O)C(C)CC4CCC(C(C4)OC)O)C)C)O)OC)C)C)C)OC. Cell line: HT29. Synergy scores: CSS=16.4, Synergy_ZIP=-5.85, Synergy_Bliss=-2.91, Synergy_Loewe=-67.3, Synergy_HSA=-1.62. (5) Drug 1: COC1=NC(=NC2=C1N=CN2C3C(C(C(O3)CO)O)O)N. Drug 2: CC12CCC3C(C1CCC2OP(=O)(O)O)CCC4=C3C=CC(=C4)OC(=O)N(CCCl)CCCl.[Na+]. Cell line: UO-31. Synergy scores: CSS=13.0, Synergy_ZIP=-2.98, Synergy_Bliss=-9.99, Synergy_Loewe=-10.1, Synergy_HSA=-13.4. (6) Drug 1: CC(C)CN1C=NC2=C1C3=CC=CC=C3N=C2N. Drug 2: N.N.Cl[Pt+2]Cl. Cell line: IGROV1. Synergy scores: CSS=67.7, Synergy_ZIP=-1.01, Synergy_Bliss=-0.370, Synergy_Loewe=2.95, Synergy_HSA=2.76.